From a dataset of Reaction yield outcomes from USPTO patents with 853,638 reactions. Predict the reaction yield, written as a fraction of the theoretical maximum amount of product (1.0 means a 100% yield; for example, 0.34 means a 34% yield). (1) The reactants are [O:1]([C:8]1[CH:9]=[C:10]([CH:12]=[CH:13][CH:14]=1)[NH2:11])[C:2]1[CH:7]=[CH:6][CH:5]=[CH:4][CH:3]=1.[N:15]([C:18]1[CH:23]=[CH:22][C:21]([C:24]([F:27])([F:26])[F:25])=[CH:20][CH:19]=1)=[C:16]=[O:17]. The catalyst is C(O)C. The product is [O:1]([C:8]1[CH:9]=[C:10]([NH:11][C:16]([NH:15][C:18]2[CH:19]=[CH:20][C:21]([C:24]([F:25])([F:26])[F:27])=[CH:22][CH:23]=2)=[O:17])[CH:12]=[CH:13][CH:14]=1)[C:2]1[CH:3]=[CH:4][CH:5]=[CH:6][CH:7]=1. The yield is 0.655. (2) The reactants are [F:1][C:2]1[CH:7]=[C:6]([F:8])[CH:5]=[CH:4][C:3]=1[C:9]1[CH:14]=[CH:13][C:12]([C@@H:15]([N:17]2[CH2:22][CH2:21][C@:20]([CH2:30][CH2:31][C:32](O)=[O:33])([C:23]3[CH:28]=[CH:27][C:26]([F:29])=[CH:25][CH:24]=3)[O:19][C:18]2=[O:35])[CH3:16])=[CH:11][CH:10]=1.[CH3:36][S:37]([NH2:40])(=[O:39])=[O:38].C1C=CC2N(O)N=NC=2C=1.CCN=C=NCCCN(C)C.Cl.CCN(C(C)C)C(C)C. The catalyst is C(Cl)Cl. The product is [F:1][C:2]1[CH:7]=[C:6]([F:8])[CH:5]=[CH:4][C:3]=1[C:9]1[CH:14]=[CH:13][C:12]([C@@H:15]([N:17]2[CH2:22][CH2:21][C@:20]([CH2:30][CH2:31][C:32]([NH:40][S:37]([CH3:36])(=[O:39])=[O:38])=[O:33])([C:23]3[CH:28]=[CH:27][C:26]([F:29])=[CH:25][CH:24]=3)[O:19][C:18]2=[O:35])[CH3:16])=[CH:11][CH:10]=1. The yield is 0.100. (3) The reactants are [C:1]1([C:7]([C:33]2[CH:38]=[CH:37][CH:36]=[CH:35][C:34]=2[CH3:39])([C:9]2[N:10](C(C3C=CC=CC=3)(C3C=CC=CC=3)C3C=CC=CC=3)[CH:11]=[N:12][CH:13]=2)O)[CH:6]=[CH:5][CH:4]=[CH:3][CH:2]=1.C(O)(C(F)(F)F)=O.C([SiH](CC)CC)C. The catalyst is ClCCl. The product is [C:1]1([CH:7]([C:33]2[CH:38]=[CH:37][CH:36]=[CH:35][C:34]=2[CH3:39])[C:9]2[NH:10][CH:11]=[N:12][CH:13]=2)[CH:2]=[CH:3][CH:4]=[CH:5][CH:6]=1. The yield is 0.530. (4) The reactants are [N:1]1([C:6]([C:8]2[S:12][C:11]([C:13]3(O)[CH2:22][CH2:21][C:16]4([O:20][CH2:19][CH2:18][O:17]4)[CH2:15][CH2:14]3)=[N:10][CH:9]=2)=[O:7])[CH2:5][CH2:4][CH2:3][CH2:2]1.S(Cl)([Cl:26])=O. The catalyst is N1C=CC=CC=1. The product is [Cl:26][C:13]1([C:11]2[S:12][C:8]([C:6]([N:1]3[CH2:5][CH2:4][CH2:3][CH2:2]3)=[O:7])=[CH:9][N:10]=2)[CH2:22][CH2:21][C:16]2([O:20][CH2:19][CH2:18][O:17]2)[CH2:15][CH2:14]1. The yield is 0.530. (5) The reactants are [F:1][C:2]1[CH:7]=[CH:6][C:5]([OH:8])=[CH:4][CH:3]=1.F[C:10]1[CH:15]=[CH:14][C:13]([F:16])=[CH:12][C:11]=1[N+:17]([O-:19])=[O:18].[F:20][C:21]1[CH:35]=[CH:34][C:24]([O:25][C:26]2[CH:32]=[CH:31][C:30]([F:33])=[CH:29][C:27]=2[NH2:28])=[CH:23][CH:22]=1.[NH2:36][C:37]1[S:38][CH:39]=[CH:40][N:41]=1. No catalyst specified. The product is [F:16][C:13]1[CH:14]=[CH:15][C:10]([O:8][C:5]2[CH:6]=[CH:7][C:2]([F:1])=[CH:3][CH:4]=2)=[C:11]([N+:17]([O-:19])=[O:18])[CH:12]=1.[F:33][C:30]1[CH:31]=[CH:32][C:26]([O:25][C:24]2[CH:34]=[CH:35][C:21]([F:20])=[CH:22][CH:23]=2)=[C:27]([NH:28][C:5]([NH:36][C:37]2[S:38][CH:39]=[CH:40][N:41]=2)=[O:8])[CH:29]=1. The yield is 0.750.